Task: Predict the product of the given reaction.. Dataset: Forward reaction prediction with 1.9M reactions from USPTO patents (1976-2016) (1) The product is: [C:15]([C:3]1[CH:4]=[C:5]([CH:10]=[CH:11][C:2]=1[OH:1])[C:6]([O:8][CH3:9])=[O:7])#[N:16]. Given the reactants [OH:1][C:2]1[CH:11]=[CH:10][C:5]([C:6]([O:8][CH3:9])=[O:7])=[CH:4][C:3]=1I.[H-].[Na+].[CH3:15][N:16](C=O)C, predict the reaction product. (2) Given the reactants [Cl:1][C:2]1[CH:3]=[C:4]2[C:8](=[CH:9][CH:10]=1)[NH:7][C:6]1[CH:11]([CH3:16])[N:12]([CH3:15])[CH2:13][CH2:14][C:5]2=1.N1CCC[C@H]1C(O)=O.[O-]P([O-])([O-])=O.[K+].[K+].[K+].Br[CH:34]=[C:35]([C:37]1[CH:42]=[CH:41][C:40]([F:43])=[C:39]([F:44])[CH:38]=1)[CH3:36], predict the reaction product. The product is: [Cl:1][C:2]1[CH:3]=[C:4]2[C:8](=[CH:9][CH:10]=1)[N:7]([CH:34]=[C:35]([C:37]1[CH:42]=[CH:41][C:40]([F:43])=[C:39]([F:44])[CH:38]=1)[CH3:36])[C:6]1[CH:11]([CH3:16])[N:12]([CH3:15])[CH2:13][CH2:14][C:5]2=1. (3) The product is: [Cl:18][C:13]1[CH:14]=[CH:15][CH:16]=[CH:17][C:12]=1[NH:11][S:8]([C:5]1[CH:6]=[CH:7][C:2]([NH:1][C:25]([C:20]2[CH:21]=[CH:22][CH:23]=[CH:24][N:19]=2)=[O:26])=[CH:3][CH:4]=1)(=[O:10])=[O:9]. Given the reactants [NH2:1][C:2]1[CH:7]=[CH:6][C:5]([S:8]([NH:11][C:12]2[CH:17]=[CH:16][CH:15]=[CH:14][C:13]=2[Cl:18])(=[O:10])=[O:9])=[CH:4][CH:3]=1.[N:19]1[CH:24]=[CH:23][CH:22]=[CH:21][C:20]=1[C:25](Cl)=[O:26], predict the reaction product.